This data is from Full USPTO retrosynthesis dataset with 1.9M reactions from patents (1976-2016). The task is: Predict the reactants needed to synthesize the given product. (1) Given the product [C:5]12([C:3](=[O:4])[CH2:2][S:25][C:17]3[N:16]([CH3:15])[C:20]4[CH:21]=[CH:22][CH:23]=[CH:24][C:19]=4[N:18]=3)[CH2:14][CH:9]3[CH2:10][CH:11]([CH2:13][CH:7]([CH2:8]3)[CH2:6]1)[CH2:12]2, predict the reactants needed to synthesize it. The reactants are: Br[CH2:2][C:3]([C:5]12[CH2:14][CH:9]3[CH2:10][CH:11]([CH2:13][CH:7]([CH2:8]3)[CH2:6]1)[CH2:12]2)=[O:4].[CH3:15][N:16]1[C:20]2[CH:21]=[CH:22][CH:23]=[CH:24][C:19]=2[N:18]=[C:17]1[SH:25].C(N(CC)CC)C. (2) Given the product [CH2:17]([O:16][C:9]1[C:10]2[NH:11][C:12](=[O:15])[S:13][C:14]=2[C:6]([C@@H:4]([OH:5])[CH2:3][NH:2][CH2:40][CH2:39][N:25]([CH3:24])[C:26](=[O:38])[CH2:27][CH2:28][O:29][CH2:30][CH2:31][C:32]2[CH:33]=[CH:34][CH:35]=[CH:36][CH:37]=2)=[CH:7][CH:8]=1)[C:18]1[CH:19]=[CH:20][CH:21]=[CH:22][CH:23]=1, predict the reactants needed to synthesize it. The reactants are: Cl.[NH2:2][CH2:3][C@@H:4]([C:6]1[C:14]2[S:13][C:12](=[O:15])[NH:11][C:10]=2[C:9]([O:16][CH2:17][C:18]2[CH:23]=[CH:22][CH:21]=[CH:20][CH:19]=2)=[CH:8][CH:7]=1)[OH:5].[CH3:24][N:25]([CH2:39][CH:40]=O)[C:26](=[O:38])[CH2:27][CH2:28][O:29][CH2:30][CH2:31][C:32]1[CH:37]=[CH:36][CH:35]=[CH:34][CH:33]=1. (3) Given the product [C:27]([OH:34])(=[O:33])[CH2:28][CH2:29][C:30]([OH:32])=[O:31].[C:7]([N:1]1[CH2:6][CH2:5][NH:4][CH2:3][CH2:2]1)([C:8]1[CH:13]=[CH:12][CH:11]=[CH:10][CH:9]=1)([C:20]1[CH:21]=[CH:22][CH:23]=[CH:24][CH:25]=1)[C:14]1[CH:15]=[CH:16][CH:17]=[CH:18][CH:19]=1, predict the reactants needed to synthesize it. The reactants are: [NH:1]1[CH2:6][CH2:5][NH:4][CH2:3][CH2:2]1.[C:7](Cl)([C:20]1[CH:25]=[CH:24][CH:23]=[CH:22][CH:21]=1)([C:14]1[CH:19]=[CH:18][CH:17]=[CH:16][CH:15]=1)[C:8]1[CH:13]=[CH:12][CH:11]=[CH:10][CH:9]=1.[C:27]([OH:34])(=[O:33])[CH2:28][CH2:29][C:30]([OH:32])=[O:31].